From a dataset of Full USPTO retrosynthesis dataset with 1.9M reactions from patents (1976-2016). Predict the reactants needed to synthesize the given product. (1) Given the product [F:13][C:14]([F:28])([F:29])[C:15]1[CH:20]=[C:19]([C:21]([F:22])([F:23])[F:24])[CH:18]=[CH:17][C:16]=1[C:3]1[C:2]([Cl:1])=[CH:8][C:6]([NH2:7])=[C:5]([N+:9]([O-:11])=[O:10])[CH:4]=1, predict the reactants needed to synthesize it. The reactants are: [Cl:1][C:2]1[C:3](I)=[CH:4][C:5]([N+:9]([O-:11])=[O:10])=[C:6]([CH:8]=1)[NH2:7].[F:13][C:14]([F:29])([F:28])[C:15]1[CH:20]=[C:19]([C:21]([F:24])([F:23])[F:22])[CH:18]=[CH:17][C:16]=1B(O)O.[O-]P([O-])([O-])=O.[K+].[K+].[K+]. (2) The reactants are: [F:1][C:2]1([F:24])[CH2:5][C:4]2([CH2:9][C@@H:8]([C:10]([OH:12])=[O:11])[N:7]([C:13](=[O:23])[C@H:14]([CH:20]([CH3:22])[CH3:21])[NH:15][C:16]([O:18][CH3:19])=[O:17])[CH2:6]2)[CH2:3]1.[CH3:25][O:26][C:27]([NH:29][C@H:30]([C:34]([N:36]1[CH2:62][CH2:61][CH2:60][C@H:37]1[C:38]([O:40][CH2:41][C:42]([C:44]1[CH:49]=[CH:48][C:47]([C:50]2[CH:55]=[CH:54][C:53]([C:56](=[O:59])[CH2:57]Br)=[CH:52][CH:51]=2)=[CH:46][CH:45]=1)=[O:43])=[O:39])=[O:35])[CH:31]([CH3:33])[CH3:32])=[O:28]. Given the product [F:24][C:2]1([F:1])[CH2:5][C:4]2([CH2:9][C@@H:8]([C:10]([O:12][CH2:57][C:56]([C:53]3[CH:54]=[CH:55][C:50]([C:47]4[CH:46]=[CH:45][C:44]([C:42](=[O:43])[CH2:41][O:40][C:38]([C@@H:37]5[CH2:60][CH2:61][CH2:62][N:36]5[C:34](=[O:35])[C@@H:30]([NH:29][C:27]([O:26][CH3:25])=[O:28])[CH:31]([CH3:33])[CH3:32])=[O:39])=[CH:49][CH:48]=4)=[CH:51][CH:52]=3)=[O:59])=[O:11])[N:7]([C:13](=[O:23])[C@@H:14]([NH:15][C:16]([O:18][CH3:19])=[O:17])[CH:20]([CH3:21])[CH3:22])[CH2:6]2)[CH2:3]1, predict the reactants needed to synthesize it. (3) Given the product [ClH:22].[N:19]1[CH:20]=[CH:21][C:16]([NH:15][C:12]2[CH:11]=[CH:10][C:9]([CH2:8][CH2:7][C@H:5]3[CH2:4][O:3][C:2]([NH2:1])=[N:6]3)=[CH:14][CH:13]=2)=[N:17][CH:18]=1, predict the reactants needed to synthesize it. The reactants are: [NH2:1][C:2]1[O:3][CH2:4][C@H:5]([CH2:7][CH2:8][C:9]2[CH:14]=[CH:13][C:12]([NH:15][C:16]3[CH:21]=[C:20]([Cl:22])[N:19]=[CH:18][N:17]=3)=[CH:11][CH:10]=2)[N:6]=1. (4) Given the product [CH:8]([C:11]1[CH:25]=[CH:24][CH:23]=[CH:22][C:12]=1[O:13][C:14]1[CH:15]=[CH:16][C:17]([CH:18]=[C:7]2[S:1][C:2](=[S:3])[NH:4][C:5]2=[O:6])=[CH:20][CH:21]=1)([CH3:10])[CH3:9], predict the reactants needed to synthesize it. The reactants are: [S:1]1[CH2:7][C:5](=[O:6])[NH:4][C:2]1=[S:3].[CH:8]([C:11]1[CH:25]=[CH:24][CH:23]=[CH:22][C:12]=1[O:13][C:14]1[CH:21]=[CH:20][C:17]([CH:18]=O)=[CH:16][CH:15]=1)([CH3:10])[CH3:9]. (5) Given the product [CH2:7]([C:10]1[CH:11]=[CH:12][C:13]([C@H:16]2[CH2:21][CH2:20][C@H:19]([CH2:22][OH:23])[CH2:18][CH2:17]2)=[CH:14][CH:15]=1)[CH2:8][CH3:9], predict the reactants needed to synthesize it. The reactants are: [H-].[Al+3].[Li+].[H-].[H-].[H-].[CH2:7]([C:10]1[CH:15]=[CH:14][C:13]([C@H:16]2[CH2:21][CH2:20][C@H:19]([CH:22]=[O:23])[CH2:18][CH2:17]2)=[CH:12][CH:11]=1)[CH2:8][CH3:9].C(OCC)(=O)C.N. (6) Given the product [O:9]1[C:13]2[CH:14]=[CH:15][C:16]([C:18]([OH:20])([CH3:2])[CH3:19])=[CH:17][C:12]=2[O:11][CH2:10]1, predict the reactants needed to synthesize it. The reactants are: F[C:2](F)(F)CC[Mg]Br.[O:9]1[C:13]2[CH:14]=[CH:15][C:16]([C:18](=[O:20])[CH3:19])=[CH:17][C:12]=2[O:11][CH2:10]1. (7) Given the product [C:1]([C:3]1[C:11]2[C:6](=[CH:7][C:8]([O:12][C:40]3[N:45]=[CH:44][CH:43]=[CH:42][N:41]=3)=[CH:9][CH:10]=2)[N:5]([CH:13]2[CH2:14][CH2:15][CH2:16]2)[C:4]=1[C:17]1[CH:22]=[CH:21][C:20]([NH:23][C:24]([NH:26][S:27]([CH:30]([CH3:32])[CH3:31])(=[O:29])=[O:28])=[O:25])=[CH:19][CH:18]=1)#[N:2], predict the reactants needed to synthesize it. The reactants are: [C:1]([C:3]1[C:11]2[C:6](=[CH:7][C:8]([OH:12])=[CH:9][CH:10]=2)[N:5]([CH:13]2[CH2:16][CH2:15][CH2:14]2)[C:4]=1[C:17]1[CH:22]=[CH:21][C:20]([NH:23][C:24]([NH:26][S:27]([CH:30]([CH3:32])[CH3:31])(=[O:29])=[O:28])=[O:25])=[CH:19][CH:18]=1)#[N:2].C([O-])([O-])=O.[Cs+].[Cs+].Cl[C:40]1[N:45]=[CH:44][CH:43]=[CH:42][N:41]=1.O. (8) Given the product [O:3]=[C:4]1[CH:5]=[C:6]([C@@H:8]2[CH2:13][CH2:12][N:11]([C:14]([O:16][CH3:17])=[O:15])[C@@H:10]([C:18]3[CH:23]=[C:22]([F:24])[C:21]([F:25])=[C:20]([F:26])[CH:19]=3)[CH2:9]2)[O:7][NH:30]1, predict the reactants needed to synthesize it. The reactants are: C([O:3][C:4](=O)[CH2:5][C:6]([C@@H:8]1[CH2:13][CH2:12][N:11]([C:14]([O:16][CH3:17])=[O:15])[C@@H:10]([C:18]2[CH:23]=[C:22]([F:24])[C:21]([F:25])=[C:20]([F:26])[CH:19]=2)[CH2:9]1)=[O:7])C.[OH-].[Na+].[NH2:30]O.Cl. (9) Given the product [OH:15][C:11]1([C:7]2[S:6][CH:10]=[CH:9][N:8]=2)[CH2:14][CH2:13][CH2:12]1, predict the reactants needed to synthesize it. The reactants are: [Li]CCCC.[S:6]1[CH:10]=[CH:9][N:8]=[CH:7]1.[C:11]1(=[O:15])[CH2:14][CH2:13][CH2:12]1.